Dataset: Reaction yield outcomes from USPTO patents with 853,638 reactions. Task: Predict the reaction yield, written as a fraction of the theoretical maximum amount of product (1.0 means a 100% yield; for example, 0.34 means a 34% yield). The reactants are [CH3:1][C:2]1[CH:3]=[C:4]([C:9]2[CH:15]=[CH:14][C:12]([NH2:13])=[C:11]([CH3:16])[CH:10]=2)[CH:5]=[CH:6][C:7]=1[NH2:8].I[C:18]1[CH:19]=[C:20]([CH3:24])[CH:21]=[CH:22][CH:23]=1.[CH3:25][C:26]([CH3:29])([O-])[CH3:27].[K+].[C:31](P(C(C)(C)C)C(C)(C)C)(C)([CH3:33])[CH3:32]. The catalyst is C([O-])(=O)C.[Pd+2].C([O-])(=O)C.O.C1(C)C(C)=CC=CC=1. The product is [CH3:16][C:11]1[CH:10]=[C:9]([C:4]2[CH:5]=[CH:6][C:7]([NH:8][C:32]3[CH:25]=[C:26]([CH3:29])[CH:27]=[CH:33][CH:31]=3)=[C:2]([CH3:1])[CH:3]=2)[CH:15]=[CH:14][C:12]=1[NH:13][C:18]1[CH:19]=[C:20]([CH3:24])[CH:21]=[CH:22][CH:23]=1. The yield is 0.490.